Dataset: Forward reaction prediction with 1.9M reactions from USPTO patents (1976-2016). Task: Predict the product of the given reaction. (1) Given the reactants O[C:2]1[C:11]2[C:6](=[N:7][CH:8]=[CH:9][CH:10]=2)[N:5]([C:12]2[CH:17]=[CH:16][CH:15]=[CH:14][CH:13]=2)[C:4](=[O:18])[C:3]=1[C:19](=O)[CH2:20][C:21]1[CH:26]=[CH:25][C:24]([O:27][CH3:28])=[CH:23][C:22]=1[O:29][CH3:30].O.[NH2:33][NH2:34], predict the reaction product. The product is: [CH3:30][O:29][C:22]1[CH:23]=[C:24]([O:27][CH3:28])[CH:25]=[CH:26][C:21]=1[CH2:20][C:19]1[C:3]2[C:4](=[O:18])[N:5]([C:12]3[CH:13]=[CH:14][CH:15]=[CH:16][CH:17]=3)[C:6]3[N:7]=[CH:8][CH:9]=[CH:10][C:11]=3[C:2]=2[NH:34][N:33]=1. (2) Given the reactants [F:1][C:2]1[CH:7]=[CH:6][CH:5]=[CH:4][C:3]=1[N:8]1[C:12]([C:13]2[CH:18]=[CH:17][N:16]=[CH:15][CH:14]=2)=[C:11]([C:19]2[O:23][N:22]=[C:21]([C:24]3[CH:31]=[CH:30][C:27]([CH:28]=O)=[CH:26][CH:25]=3)[N:20]=2)[N:10]=[N:9]1.[F:32][C@H:33]1[CH2:37][CH2:36][NH:35][CH2:34]1, predict the reaction product. The product is: [F:1][C:2]1[CH:7]=[CH:6][CH:5]=[CH:4][C:3]=1[N:8]1[C:12]([C:13]2[CH:18]=[CH:17][N:16]=[CH:15][CH:14]=2)=[C:11]([C:19]2[O:23][N:22]=[C:21]([C:24]3[CH:31]=[CH:30][C:27]([CH2:28][N:35]4[CH2:36][CH2:37][C@@H:33]([F:32])[CH2:34]4)=[CH:26][CH:25]=3)[N:20]=2)[N:10]=[N:9]1.